From a dataset of Forward reaction prediction with 1.9M reactions from USPTO patents (1976-2016). Predict the product of the given reaction. (1) Given the reactants Cl[C:2]1[N:7]=[N:6][C:5]([N:8]2[CH2:13][CH2:12][N:11]([C:14]([C:16]3[CH:21]=[CH:20][CH:19]=[CH:18][C:17]=3[C:22]([F:25])([F:24])[F:23])=[O:15])[CH2:10][CH2:9]2)=[CH:4][CH:3]=1.C[C:27]([N:29](C)C)=O, predict the reaction product. The product is: [F:23][C:22]([F:25])([F:24])[C:17]1[CH:18]=[CH:19][CH:20]=[CH:21][C:16]=1[C:14]([N:11]1[CH2:12][CH2:13][N:8]([C:5]2[N:6]=[N:7][C:2]([C:27]#[N:29])=[CH:3][CH:4]=2)[CH2:9][CH2:10]1)=[O:15]. (2) Given the reactants [Br-].[Cl:2][C:3]1[CH:8]=[CH:7][CH:6]=[CH:5][C:4]=1[F:9].[NH:10]1[CH:14]=[CH:13][C:12]([C:15]([O:17][CH2:18][CH3:19])=[O:16])=[N:11]1.C([O-])([O-])=O.[K+].[K+], predict the reaction product. The product is: [Cl:2][C:3]1[CH:8]=[CH:7][C:6]([N:10]2[CH:14]=[CH:13][C:12]([C:15]([O:17][CH2:18][CH3:19])=[O:16])=[N:11]2)=[CH:5][C:4]=1[F:9]. (3) Given the reactants [CH3:1][O:2][C:3]1[CH:34]=[CH:33][C:6]([CH2:7][CH2:8][C:9]2[CH:14]=[CH:13][CH:12]=[CH:11][C:10]=2[C:15]2[N:20]=[C:19]([N:21]3[C:25]([C:26]([F:29])([F:28])[F:27])=[C:24]([C:30]([OH:32])=[O:31])[CH:23]=[N:22]3)[CH:18]=[CH:17][CH:16]=2)=[C:5]([CH3:35])[CH:4]=1.S(=O)(=O)(O)O.[CH2:41](O)[CH3:42], predict the reaction product. The product is: [CH3:1][O:2][C:3]1[CH:34]=[CH:33][C:6]([CH2:7][CH2:8][C:9]2[CH:14]=[CH:13][CH:12]=[CH:11][C:10]=2[C:15]2[N:20]=[C:19]([N:21]3[C:25]([C:26]([F:28])([F:27])[F:29])=[C:24]([C:30]([O:32][CH2:41][CH3:42])=[O:31])[CH:23]=[N:22]3)[CH:18]=[CH:17][CH:16]=2)=[C:5]([CH3:35])[CH:4]=1. (4) Given the reactants Br[C:2]1[CH:13]=[CH:12][C:5]([O:6][CH2:7][C:8]([CH3:11])([OH:10])[CH3:9])=[C:4]([O:14][CH3:15])[CH:3]=1.[Cl:16][C:17]1[CH:22]=[CH:21][C:20]([C:23]2[S:32][C:26]3[C:27](=[O:31])[NH:28][N:29]=[CH:30][C:25]=3[CH:24]=2)=[CH:19][CH:18]=1.CN[C@@H]1CCCC[C@H]1NC.[O-]P([O-])([O-])=O.[K+].[K+].[K+].CC1(N)CCCCC1(C)N, predict the reaction product. The product is: [Cl:16][C:17]1[CH:18]=[CH:19][C:20]([C:23]2[S:32][C:26]3[C:27](=[O:31])[N:28]([C:2]4[CH:13]=[CH:12][C:5]([O:6][CH2:7][C:8]([OH:10])([CH3:11])[CH3:9])=[C:4]([O:14][CH3:15])[CH:3]=4)[N:29]=[CH:30][C:25]=3[CH:24]=2)=[CH:21][CH:22]=1. (5) The product is: [Cl:1][C:2]1[C:3]([O:15][CH3:16])=[CH:4][C:5]([N+:12]([O-:14])=[O:13])=[C:6]([CH:7]=1)[NH2:8]. Given the reactants [Cl:1][C:2]1[C:3]([O:15][CH3:16])=[CH:4][C:5]([N+:12]([O-:14])=[O:13])=[C:6]([NH:8]C(=O)C)[CH:7]=1.O1CCOCC1, predict the reaction product. (6) The product is: [O:1]1[C:5]2[CH:6]=[CH:7][C:8]([C:10]3([C:13]([NH:24][C:22]4[CH:21]=[C:20]([O:25][CH3:26])[N:19]=[C:18]([O:17][CH3:16])[N:23]=4)=[O:14])[CH2:12][CH2:11]3)=[CH:9][C:4]=2[O:3][CH2:2]1. Given the reactants [O:1]1[C:5]2[CH:6]=[CH:7][C:8]([C:10]3([C:13](Cl)=[O:14])[CH2:12][CH2:11]3)=[CH:9][C:4]=2[O:3][CH2:2]1.[CH3:16][O:17][C:18]1[N:23]=[C:22]([NH2:24])[CH:21]=[C:20]([O:25][CH3:26])[N:19]=1, predict the reaction product. (7) The product is: [Cl:1][C:2]1[CH:3]=[C:4]2[C:9](=[CH:10][C:11]=1[O:12][C:13]1[CH:18]=[CH:17][C:16]([C:19](=[O:35])[NH:20][CH2:21][CH2:22][C:23]3[C:24]([O:33][CH3:34])=[N:25][C:26]([C:29]([F:32])([F:30])[F:31])=[CH:27][CH:28]=3)=[CH:15][CH:14]=1)[O:8][CH2:7][CH2:6][CH:5]2[C:36]([O-:38])=[O:37].[Na+:41]. Given the reactants [Cl:1][C:2]1[CH:3]=[C:4]2[C:9](=[CH:10][C:11]=1[O:12][C:13]1[CH:18]=[CH:17][C:16]([C:19](=[O:35])[NH:20][CH2:21][CH2:22][C:23]3[C:24]([O:33][CH3:34])=[N:25][C:26]([C:29]([F:32])([F:31])[F:30])=[CH:27][CH:28]=3)=[CH:15][CH:14]=1)[O:8][CH2:7][CH2:6][CH:5]2[C:36]([OH:38])=[O:37].C[O-].[Na+:41].CO, predict the reaction product.